Dataset: Reaction yield outcomes from USPTO patents with 853,638 reactions. Task: Predict the reaction yield, written as a fraction of the theoretical maximum amount of product (1.0 means a 100% yield; for example, 0.34 means a 34% yield). (1) The reactants are Br[C:2]1[CH:3]=[C:4]([CH:30]=[CH:31][CH:32]=1)[C:5]([NH:7][C@H:8]([CH:27]([CH3:29])[CH3:28])[C:9]([N:11]1[CH2:16][CH2:15][C@@:14]([C:18]2[CH:23]=[CH:22][C:21]([Cl:24])=[CH:20][CH:19]=2)([OH:17])[C:13]([CH3:26])([CH3:25])[CH2:12]1)=[O:10])=[O:6].[CH3:33][O:34][C:35]([C:37]1[CH:42]=[CH:41][C:40](B(O)O)=[CH:39][CH:38]=1)=[O:36].C(=O)([O-])[O-].[Cs+].[Cs+]. The catalyst is CN(C=O)C.CCOC(C)=O.C([O-])(=O)C.[Pd+2].C([O-])(=O)C. The product is [Cl:24][C:21]1[CH:22]=[CH:23][C:18]([C@@:14]2([OH:17])[CH2:15][CH2:16][N:11]([C:9](=[O:10])[C@H:8]([NH:7][C:5]([C:4]3[CH:3]=[C:2]([C:40]4[CH:41]=[CH:42][C:37]([C:35]([O:34][CH3:33])=[O:36])=[CH:38][CH:39]=4)[CH:32]=[CH:31][CH:30]=3)=[O:6])[CH:27]([CH3:29])[CH3:28])[CH2:12][C:13]2([CH3:26])[CH3:25])=[CH:19][CH:20]=1. The yield is 0.800. (2) The reactants are Cl.Cl.[NH2:3][C:4]1[CH:5]=[CH:6][C:7]([N:11]2[CH2:16][CH2:15][CH2:14][C@@H:13]([C:17]([N:19]3[CH2:23][CH2:22][CH2:21][CH2:20]3)=[O:18])[CH2:12]2)=[N:8][C:9]=1[NH2:10].[CH:24]([C:26]1[CH:27]=[C:28]([CH:31]=[CH:32][CH:33]=1)[C:29]#[N:30])=O.S(S([O-])=O)([O-])=O.[Na+].[Na+].O. The catalyst is C(O)C. The product is [N:19]1([C:17]([C@@H:13]2[CH2:14][CH2:15][CH2:16][N:11]([C:7]3[N:8]=[C:9]4[NH:10][C:24]([C:26]5[CH:27]=[C:28]([CH:31]=[CH:32][CH:33]=5)[C:29]#[N:30])=[N:3][C:4]4=[CH:5][CH:6]=3)[CH2:12]2)=[O:18])[CH2:23][CH2:22][CH2:21][CH2:20]1. The yield is 0.810. (3) The reactants are [CH3:1]/[C:2](/[CH2:6][CH2:7]/[CH:8]=[C:9](\[CH3:16])/[CH2:10][CH2:11][CH:12]=[C:13]([CH3:15])[CH3:14])=[CH:3]\[CH2:4][OH:5].CC(C)[O-].[Al+3].CC(C)[O-].CC(C)[O-].BrC1C=CC=CC=1C=O.Cl. The catalyst is C1CCCCC1.CCCCCC. The product is [CH3:1]/[C:2](/[CH2:6][CH2:7]/[CH:8]=[C:9](\[CH3:16])/[CH2:10][CH2:11][CH:12]=[C:13]([CH3:15])[CH3:14])=[CH:3]\[CH:4]=[O:5]. The yield is 0.960. (4) The yield is 0.730. The catalyst is C(N(CC)CC)C.[Cu]I.Cl[Pd](Cl)([P](C1C=CC=CC=1)(C1C=CC=CC=1)C1C=CC=CC=1)[P](C1C=CC=CC=1)(C1C=CC=CC=1)C1C=CC=CC=1. The reactants are [CH2:1]([O:3][C:4]1([C:7]2[CH:12]=[CH:11][C:10]([C:13]#[CH:14])=[CH:9][C:8]=2[C:15]([CH3:18])([CH3:17])[CH3:16])[CH2:6][CH2:5]1)[CH3:2].[CH2:19]([O:21][C:22](=[O:30])[C:23]1[CH:28]=[CH:27][C:26](I)=[CH:25][CH:24]=1)[CH3:20]. The product is [CH2:1]([O:3][C:4]1([C:7]2[CH:12]=[CH:11][C:10]([C:13]#[C:14][C:26]3[CH:27]=[CH:28][C:23]([C:22]([O:21][CH2:19][CH3:20])=[O:30])=[CH:24][CH:25]=3)=[CH:9][C:8]=2[C:15]([CH3:17])([CH3:16])[CH3:18])[CH2:6][CH2:5]1)[CH3:2]. (5) The reactants are [CH3:1][O:2][C:3]1[CH:11]=[CH:10][C:6]([C:7](Cl)=[O:8])=[CH:5][C:4]=1[C:12]([F:15])([F:14])[F:13].[CH2:16]([N:23]1[CH2:27][C@@H:26]([C:28]2[CH:33]=[CH:32][C:31]([Cl:34])=[C:30]([Cl:35])[CH:29]=2)[C@H:25]([NH:36][CH3:37])[CH2:24]1)[C:17]1[CH:22]=[CH:21][CH:20]=[CH:19][CH:18]=1.C(N(C(C)C)C(C)C)C. The catalyst is C(Cl)Cl. The product is [CH2:16]([N:23]1[CH2:27][C@@H:26]([C:28]2[CH:33]=[CH:32][C:31]([Cl:34])=[C:30]([Cl:35])[CH:29]=2)[C@H:25]([N:36]([CH3:37])[C:7](=[O:8])[C:6]2[CH:10]=[CH:11][C:3]([O:2][CH3:1])=[C:4]([C:12]([F:15])([F:14])[F:13])[CH:5]=2)[CH2:24]1)[C:17]1[CH:18]=[CH:19][CH:20]=[CH:21][CH:22]=1. The yield is 0.860. (6) The reactants are [C:1]([O:5][C:6](=[O:13])[N:7]([CH2:9][CH2:10][CH2:11][NH2:12])[CH3:8])([CH3:4])([CH3:3])[CH3:2].C(=O)([O-])[O-].[Na+].[Na+].Cl[C:21]([O:23][CH2:24][CH:25]1[C:37]2[CH:36]=[CH:35][CH:34]=[CH:33][C:32]=2[C:31]2[C:26]1=[CH:27][CH:28]=[CH:29][CH:30]=2)=[O:22]. The catalyst is O.O1CCOCC1. The product is [C:1]([O:5][C:6](=[O:13])[N:7]([CH2:9][CH2:10][CH2:11][NH:12][C:21]([O:23][CH2:24][CH:25]1[C:26]2[CH:27]=[CH:28][CH:29]=[CH:30][C:31]=2[C:32]2[C:37]1=[CH:36][CH:35]=[CH:34][CH:33]=2)=[O:22])[CH3:8])([CH3:4])([CH3:2])[CH3:3]. The yield is 0.770. (7) The product is [CH:1]1([CH2:4][N:5]2[C:10](=[O:11])[C:9]([CH2:12][O:13][S:14]([CH3:17])(=[O:16])=[O:15])=[CH:8][C:7]([C:18]3[CH:23]=[CH:22][C:21]([S:24]([CH3:25])=[O:34])=[CH:20][CH:19]=3)=[N:6]2)[CH2:3][CH2:2]1. The catalyst is C(Cl)Cl. The reactants are [CH:1]1([CH2:4][N:5]2[C:10](=[O:11])[C:9]([CH2:12][O:13][S:14]([CH3:17])(=[O:16])=[O:15])=[CH:8][C:7]([C:18]3[CH:23]=[CH:22][C:21]([S:24][CH3:25])=[CH:20][CH:19]=3)=[N:6]2)[CH2:3][CH2:2]1.ClC1C=CC=C(C(OO)=[O:34])C=1.S([O-])(O)=O.[Na+]. The yield is 0.445. (8) The reactants are [NH2:1][C:2]1[C:3]([C:12]2[N:16]([CH3:17])[CH:15]=[N:14][CH:13]=2)=[CH:4][C:5]2[C:10]([CH:11]=1)=[CH:9][CH:8]=[CH:7][CH:6]=2.[C:18](N1C=CN=C1)(N1C=CN=C1)=[O:19]. The catalyst is ClC1C=CC=CC=1Cl. The product is [CH3:17][N:16]1[C:12]2[C:3]3[CH:4]=[C:5]4[CH:6]=[CH:7][CH:8]=[CH:9][C:10]4=[CH:11][C:2]=3[NH:1][C:18](=[O:19])[C:13]=2[N:14]=[CH:15]1. The yield is 0.420. (9) The product is [Br:5][C:6]1[CH:7]=[CH:8][C:9]([CH3:13])=[C:10]([SH:16])[CH:12]=1. The reactants are N([O-])=O.[Na+].[Br:5][C:6]1[CH:7]=[CH:8][C:9]([CH3:13])=[C:10]([CH:12]=1)N.O(CC)C([S-])=[S:16].[K+].[OH-].[K+].C(=S)=S.BrC1C=CC(C)=C([N+]#N)C=1.Cl. The catalyst is O.C(O)C. The yield is 0.727. (10) The reactants are [OH:1][C:2]1[N:3]([CH2:16][C:17]2[CH:18]=[N:19][C:20]([CH3:23])=[CH:21][CH:22]=2)[C:4]2[C:9]([N:10]=1)=[C:8]([NH2:11])[N:7]=[C:6]([NH:12][CH2:13][CH2:14][OH:15])[N:5]=2.[C:24](OC(=O)C)(=[O:26])[CH3:25].C(=O)([O-])O.[Na+]. The catalyst is N1C=CC=CC=1. The product is [C:24]([O:15][CH2:14][CH2:13][NH:12][C:6]1[N:5]=[C:4]2[C:9]([N:10]=[C:2]([OH:1])[N:3]2[CH2:16][C:17]2[CH:18]=[N:19][C:20]([CH3:23])=[CH:21][CH:22]=2)=[C:8]([NH2:11])[N:7]=1)(=[O:26])[CH3:25]. The yield is 0.120.